This data is from Full USPTO retrosynthesis dataset with 1.9M reactions from patents (1976-2016). The task is: Predict the reactants needed to synthesize the given product. The reactants are: [NH2:1][C:2]1[CH:9]=[CH:8][C:5]([C:6]#[N:7])=[CH:4][C:3]=1[NH:10][C:11]1[CH:16]=[CH:15][CH:14]=[CH:13][CH:12]=1.[C:17]([O:21][C:22]([NH:24][C@@H:25]([CH3:29])[C:26](O)=[O:27])=[O:23])([CH3:20])([CH3:19])[CH3:18].C1C=NC2N(O)N=NC=2C=1.Cl.CN(C)CCCN=C=NCC.CN1CCOCC1. Given the product [C:17]([O:21][C:22](=[O:23])[NH:24][C@H:25]([C:26](=[O:27])[NH:1][C:2]1[CH:9]=[CH:8][C:5]([C:6]#[N:7])=[CH:4][C:3]=1[NH:10][C:11]1[CH:12]=[CH:13][CH:14]=[CH:15][CH:16]=1)[CH3:29])([CH3:18])([CH3:19])[CH3:20], predict the reactants needed to synthesize it.